Dataset: Full USPTO retrosynthesis dataset with 1.9M reactions from patents (1976-2016). Task: Predict the reactants needed to synthesize the given product. Given the product [Cl:1][C:2]1[C:7]([C:8]2[CH:13]=[CH:12][CH:11]=[C:10]([F:38])[CH:9]=2)=[N:6][N:5]=[C:4]2[N:14]([CH3:24])[N:15]=[C:16]([C:17]3[CH:22]=[CH:21][CH:20]=[CH:19][CH:18]=3)[C:3]=12, predict the reactants needed to synthesize it. The reactants are: [Cl:1][C:2]1[C:7]([C:8]2[CH:13]=[CH:12][CH:11]=[CH:10][CH:9]=2)=[N:6][N:5]=[C:4]2[N:14]([CH3:24])[N:15]=[C:16]([C:17]3[CH:22]=[CH:21][CH:20]=[CH:19][C:18]=3Cl)[C:3]=12.CN1C(N)=CC(C2C=CC=CC=2)=N1.[F:38]C1C=C(C#C)C=CC=1.